From a dataset of NCI-60 drug combinations with 297,098 pairs across 59 cell lines. Regression. Given two drug SMILES strings and cell line genomic features, predict the synergy score measuring deviation from expected non-interaction effect. (1) Synergy scores: CSS=62.2, Synergy_ZIP=2.39, Synergy_Bliss=-0.0811, Synergy_Loewe=-29.6, Synergy_HSA=-0.546. Cell line: IGROV1. Drug 1: CC1=C(C=C(C=C1)C(=O)NC2=CC(=CC(=C2)C(F)(F)F)N3C=C(N=C3)C)NC4=NC=CC(=N4)C5=CN=CC=C5. Drug 2: C#CCC(CC1=CN=C2C(=N1)C(=NC(=N2)N)N)C3=CC=C(C=C3)C(=O)NC(CCC(=O)O)C(=O)O. (2) Drug 1: CN1C2=C(C=C(C=C2)N(CCCl)CCCl)N=C1CCCC(=O)O.Cl. Drug 2: C1=NNC2=C1C(=O)NC=N2. Cell line: HL-60(TB). Synergy scores: CSS=22.1, Synergy_ZIP=-8.82, Synergy_Bliss=-1.66, Synergy_Loewe=-2.47, Synergy_HSA=-1.47. (3) Drug 1: CC1CCC2CC(C(=CC=CC=CC(CC(C(=O)C(C(C(=CC(C(=O)CC(OC(=O)C3CCCCN3C(=O)C(=O)C1(O2)O)C(C)CC4CCC(C(C4)OC)OCCO)C)C)O)OC)C)C)C)OC. Drug 2: C1=CN(C=N1)CC(O)(P(=O)(O)O)P(=O)(O)O. Cell line: EKVX. Synergy scores: CSS=17.8, Synergy_ZIP=-5.11, Synergy_Bliss=-3.85, Synergy_Loewe=-23.7, Synergy_HSA=-0.792.